Dataset: Orexin1 receptor HTS with 218,158 compounds and 233 confirmed actives. Task: Binary Classification. Given a drug SMILES string, predict its activity (active/inactive) in a high-throughput screening assay against a specified biological target. (1) The drug is O1CCN(CCn2c3c(n(c2=N)CCOc2ccccc2)cccc3)CC1. The result is 0 (inactive). (2) The drug is S(=O)(=O)(N1CCOCC1)c1cc2c([nH]cc(C(=O)N3CCCC3)c2=O)cc1. The result is 0 (inactive). (3) The molecule is S=C(NC(=O)c1ccccc1)NNC(=O)C. The result is 0 (inactive). (4) The compound is S1(=O)(=O)CC(N(CC(C)C)C(=O)c2cc(S(=O)(=O)N3CCN(CC3)Cc3ccccc3)ccc2)CC1. The result is 0 (inactive). (5) The compound is O=c1[nH]c(C23CC4CC(C2)CC(C3)C4)ccc1C#N. The result is 0 (inactive). (6) The compound is s1c(N2C(C(=C(O)C2=O)C(=O)c2occc2)c2occc2)nc(c1C(OCC)=O)C. The result is 0 (inactive). (7) The drug is S(=O)(=O)(N(CC)CC)c1cc(c(O)cc1)C(OCC(=O)N(Cc1ccccc1)C)=O. The result is 0 (inactive). (8) The compound is O=c1n(c(nc2n(CCC=3CCCCC3)c3nc4c(nc3c12)cccc4)C)CCC. The result is 0 (inactive). (9) The compound is s1c(N\C=C2\C(=O)C([N+]([O-])=O)=CC=C2)c(c(c1C)C)C(OCC)=O. The result is 0 (inactive). (10) The drug is Clc1c(c(NC(=S)NCCC(c2ccccc2)c2ccccc2)ccc1)C. The result is 0 (inactive).